Predict which catalyst facilitates the given reaction. From a dataset of Catalyst prediction with 721,799 reactions and 888 catalyst types from USPTO. (1) Reactant: [O:1]=[C:2]1[CH2:9][C:6]([CH3:8])([CH3:7])[CH2:5][C:4]([CH3:10])=[CH:3]1. Product: [CH3:10][CH:4]1[CH2:5][C:6]([CH3:8])([CH3:7])[CH2:9][C:2](=[O:1])[CH2:3]1. The catalyst class is: 43. (2) Reactant: C1C=CC(P(C2C=CC=CC=2)C2C=CC=CC=2)=CC=1.N1C=CN=C1.[I:25]I.[C:27]([O:31][C:32]([NH:34][CH2:35][C:36]1[CH:37]=[C:38]([C:42]2[CH:47]=[C:46]([CH2:48][CH2:49]O)[CH:45]=[C:44]([CH2:51][O:52][C:53]3[CH:58]=[CH:57][CH:56]=[CH:55][C:54]=3[CH2:59][C:60]([O:62][C:63]([CH3:66])([CH3:65])[CH3:64])=[O:61])[CH:43]=2)[CH:39]=[CH:40][CH:41]=1)=[O:33])([CH3:30])([CH3:29])[CH3:28]. Product: [C:27]([O:31][C:32]([NH:34][CH2:35][C:36]1[CH:37]=[C:38]([C:42]2[CH:47]=[C:46]([CH2:48][CH2:49][I:25])[CH:45]=[C:44]([CH2:51][O:52][C:53]3[CH:58]=[CH:57][CH:56]=[CH:55][C:54]=3[CH2:59][C:60]([O:62][C:63]([CH3:66])([CH3:65])[CH3:64])=[O:61])[CH:43]=2)[CH:39]=[CH:40][CH:41]=1)=[O:33])([CH3:30])([CH3:29])[CH3:28]. The catalyst class is: 2. (3) Reactant: CO[C:3](=[O:9])[CH2:4][C:5](=[O:8])[CH2:6][CH3:7].[NH:10]1[CH2:15][CH2:14][O:13][CH2:12][CH2:11]1. Product: [N:10]1([C:3](=[O:9])[CH2:4][C:5](=[O:8])[CH2:6][CH3:7])[CH2:15][CH2:14][O:13][CH2:12][CH2:11]1. The catalyst class is: 5.